This data is from Reaction yield outcomes from USPTO patents with 853,638 reactions. The task is: Predict the reaction yield, written as a fraction of the theoretical maximum amount of product (1.0 means a 100% yield; for example, 0.34 means a 34% yield). (1) The reactants are [I:1][C:2]1[CH:3]=[C:4]2[C:8](=[CH:9][CH:10]=1)[NH:7][C:6](=[O:11])[C:5]2=O.[N+:13]([C:16]1[CH:17]=[C:18]([CH:23]=[CH:24][CH:25]=1)[C:19]([NH:21][NH2:22])=[O:20])([O-:15])=[O:14]. The catalyst is C(O)(=O)C. The product is [I:1][C:2]1[CH:3]=[C:4]2[C:8](=[CH:9][CH:10]=1)[NH:7][C:6](=[O:11])[C:5]2=[N:22][NH:21][C:19](=[O:20])[C:18]1[CH:23]=[CH:24][CH:25]=[C:16]([N+:13]([O-:15])=[O:14])[CH:17]=1. The yield is 0.810. (2) The reactants are [CH3:1][NH:2][CH3:3].[CH2:4]=O.[N+:6]([C:9]1[CH:17]=[C:16]2[C:12]([CH:13]=[CH:14][NH:15]2)=[CH:11][CH:10]=1)([O-:8])=[O:7].[OH-].[Na+]. The catalyst is C(O)(=O)C. The product is [CH3:1][N:2]([CH3:4])[CH2:3][C:13]1[C:12]2[C:16](=[CH:17][C:9]([N+:6]([O-:8])=[O:7])=[CH:10][CH:11]=2)[NH:15][CH:14]=1. The yield is 0.870.